From a dataset of Forward reaction prediction with 1.9M reactions from USPTO patents (1976-2016). Predict the product of the given reaction. Given the reactants BrC1N=C2C=CNC2=NC=1.COC1C=C(B(O)O)C=CC=1OC.[CH3:24][O:25][C:26]1[CH:27]=[C:28]([C:34]2[N:35]=[C:36]3[C:42]([I:43])=[CH:41][NH:40][C:37]3=[N:38][CH:39]=2)[CH:29]=[CH:30][C:31]=1[O:32][CH3:33].[H-].[Na+].[S:46](Cl)([C:49]1[CH:55]=[CH:54][C:52]([CH3:53])=[CH:51][CH:50]=1)(=[O:48])=[O:47], predict the reaction product. The product is: [CH3:24][O:25][C:26]1[CH:27]=[C:28]([C:34]2[N:35]=[C:36]3[C:42]([I:43])=[CH:41][NH:40][C:37]3=[N:38][CH:39]=2)[CH:29]=[CH:30][C:31]=1[O:32][CH3:33].[CH3:24][O:25][C:26]1[CH:27]=[C:28]([C:34]2[N:35]=[C:36]3[C:42]([I:43])=[CH:41][N:40]([S:46]([C:49]4[CH:55]=[CH:54][C:52]([CH3:53])=[CH:51][CH:50]=4)(=[O:48])=[O:47])[C:37]3=[N:38][CH:39]=2)[CH:29]=[CH:30][C:31]=1[O:32][CH3:33].